This data is from Peptide-MHC class I binding affinity with 185,985 pairs from IEDB/IMGT. The task is: Regression. Given a peptide amino acid sequence and an MHC pseudo amino acid sequence, predict their binding affinity value. This is MHC class I binding data. (1) The binding affinity (normalized) is 0. The MHC is HLA-A30:02 with pseudo-sequence HLA-A30:02. The peptide sequence is HPVHAGPIA. (2) The peptide sequence is CGRSCTSSL. The MHC is HLA-B51:01 with pseudo-sequence HLA-B51:01. The binding affinity (normalized) is 0.0847. (3) The peptide sequence is VYIEVLHLT. The MHC is HLA-A24:02 with pseudo-sequence HLA-A24:02. The binding affinity (normalized) is 0.560. (4) The peptide sequence is KMKDPKMYH. The MHC is HLA-A02:01 with pseudo-sequence HLA-A02:01. The binding affinity (normalized) is 0.0847.